From a dataset of Peptide-MHC class I binding affinity with 185,985 pairs from IEDB/IMGT. Regression. Given a peptide amino acid sequence and an MHC pseudo amino acid sequence, predict their binding affinity value. This is MHC class I binding data. The peptide sequence is WALCESITL. The MHC is HLA-B35:01 with pseudo-sequence HLA-B35:01. The binding affinity (normalized) is 0.600.